Dataset: Forward reaction prediction with 1.9M reactions from USPTO patents (1976-2016). Task: Predict the product of the given reaction. (1) The product is: [CH3:1][S:2][C:3]1[C:4]2[S:11][CH:10]=[C:9]([CH:12]=[O:22])[C:5]=2[N:6]=[CH:7][N:8]=1. Given the reactants [CH3:1][S:2][C:3]1[C:4]2[S:11][CH:10]=[C:9]([CH:12]=C)[C:5]=2[N:6]=[CH:7][N:8]=1.CSC.C(Cl)(Cl)Cl.C[OH:22], predict the reaction product. (2) Given the reactants [F:1][C:2]1[CH:3]=[C:4]([C:12]2[CH:22]=[C:21]([C:23](O)=[O:24])[C:15]3[O:16][CH2:17][CH2:18][CH2:19][CH2:20][C:14]=3[CH:13]=2)[CH:5]=[C:6]([C:8](=[O:11])[NH:9][CH3:10])[CH:7]=1.[NH2:26][CH:27]([CH2:33][C:34]1[C:42]2[C:37](=[CH:38][C:39]([F:44])=[C:40]([F:43])[CH:41]=2)[NH:36][CH:35]=1)[C:28]([O:30][CH2:31][CH3:32])=[O:29].C(Cl)CCl.C1C=CC2N(O)N=NC=2C=1, predict the reaction product. The product is: [CH2:31]([O:30][C:28](=[O:29])[CH:27]([NH:26][C:23]([C:21]1[C:15]2[O:16][CH2:17][CH2:18][CH2:19][CH2:20][C:14]=2[CH:13]=[C:12]([C:4]2[CH:5]=[C:6]([C:8](=[O:11])[NH:9][CH3:10])[CH:7]=[C:2]([F:1])[CH:3]=2)[CH:22]=1)=[O:24])[CH2:33][C:34]1[C:42]2[C:37](=[CH:38][C:39]([F:44])=[C:40]([F:43])[CH:41]=2)[NH:36][CH:35]=1)[CH3:32]. (3) Given the reactants [N:1]1([C:7]2[CH:12]=[CH:11][C:10]([N:13]3[C:17](=[O:18])[CH2:16][CH:15]([CH2:19][N:20]4C(=O)C5C(=CC=CC=5)C4=O)[CH2:14]3)=[CH:9][CH:8]=2)[CH2:6][CH2:5][O:4][CH2:3][CH2:2]1.O.NN, predict the reaction product. The product is: [NH2:20][CH2:19][CH:15]1[CH2:14][N:13]([C:10]2[CH:9]=[CH:8][C:7]([N:1]3[CH2:6][CH2:5][O:4][CH2:3][CH2:2]3)=[CH:12][CH:11]=2)[C:17](=[O:18])[CH2:16]1. (4) Given the reactants [O:1]=[C:2]1[CH2:6][CH2:5][CH2:4][CH:3]1[CH2:7][C:8]([O:10]CC)=O.[NH2:13][C@@H:14]([C:17]1[CH:22]=[CH:21][CH:20]=[CH:19][CH:18]=1)[CH2:15]O, predict the reaction product. The product is: [C:17]1([C@@H:14]2[CH2:15][O:1][C@@:2]34[CH2:6][CH2:5][CH2:4][C@@H:3]3[CH2:7][C:8](=[O:10])[N:13]24)[CH:22]=[CH:21][CH:20]=[CH:19][CH:18]=1. (5) Given the reactants N([O-])=O.[Na+].N[C:6]1[CH:7]=[C:8]2[C:13](=[CH:14][CH:15]=1)[N:12]=[CH:11][CH:10]=[CH:9]2.[OH-].[K+].[C:18]1([SH:24])[CH:23]=[CH:22][CH:21]=[CH:20][CH:19]=1, predict the reaction product. The product is: [C:18]1([S:24][C:6]2[CH:7]=[C:8]3[C:13](=[CH:14][CH:15]=2)[N:12]=[CH:11][CH:10]=[CH:9]3)[CH:23]=[CH:22][CH:21]=[CH:20][CH:19]=1. (6) The product is: [C:26]1([C:32]2[CH:33]=[CH:34][C:35]([C:36]([NH:10][C@H:9]3[CH2:8][NH:7][C:6]3=[O:5])=[O:37])=[CH:39][CH:40]=2)[CH:27]=[CH:28][CH:29]=[CH:30][CH:31]=1. Given the reactants C([O-])(=O)C.[O:5]=[C:6]1[C@@H:9]([NH3+:10])[CH2:8][NH:7]1.C(Cl)Cl.CN(C=O)C.CCN(CC)CC.[C:26]1([C:32]2[CH:40]=[CH:39][C:35]([C:36](Cl)=[O:37])=[CH:34][CH:33]=2)[CH:31]=[CH:30][CH:29]=[CH:28][CH:27]=1, predict the reaction product. (7) Given the reactants [F:1][C:2]([F:17])([F:16])[CH2:3][O:4][C:5]1[CH:6]=[N+:7]([O-])[C:8]2[CH2:9][CH2:10][CH2:11][CH2:12][C:13]=2[CH:14]=1.C(OC(=O)C)(=[O:20])C.C(=O)([O-])[O-].[K+].[K+], predict the reaction product. The product is: [F:1][C:2]([F:17])([F:16])[CH2:3][O:4][C:5]1[CH:6]=[N:7][C:8]2[CH:9]([OH:20])[CH2:10][CH2:11][CH2:12][C:13]=2[CH:14]=1. (8) The product is: [CH:21]1([C@H:19]([NH:18][C:4]2[CH:3]=[C:2]([NH:30][C@@H:28]([CH:25]3[CH2:27][CH2:26]3)[CH3:29])[N:7]=[C:6]([C:8]3[CH:13]=[CH:12][CH:11]=[C:10]([C:14]([F:17])([F:16])[F:15])[N:9]=3)[N:5]=2)[CH3:20])[CH2:23][CH2:22]1. Given the reactants Cl[C:2]1[N:7]=[C:6]([C:8]2[CH:13]=[CH:12][CH:11]=[C:10]([C:14]([F:17])([F:16])[F:15])[N:9]=2)[N:5]=[C:4]([NH:18][C@@H:19]([CH:21]2[CH2:23][CH2:22]2)[CH3:20])[CH:3]=1.Cl.[CH:25]1([C@H:28]([NH2:30])[CH3:29])[CH2:27][CH2:26]1.CCN(C(C)C)C(C)C.C1([C@H](N)C)CC1, predict the reaction product. (9) Given the reactants [CH:1]1([N:7]=[C:8]=[O:9])[CH2:6][CH2:5][CH2:4][CH2:3][CH2:2]1.[O:10]1[CH2:15][CH2:14][N:13]([CH2:16][CH2:17][CH2:18][O:19][C:20]2[CH:21]=[C:22]([CH:24]=[CH:25][CH:26]=2)[NH2:23])[CH2:12][CH2:11]1, predict the reaction product. The product is: [CH:1]1([NH:7][C:8]([NH:23][C:22]2[CH:24]=[CH:25][CH:26]=[C:20]([O:19][CH2:18][CH2:17][CH2:16][N:13]3[CH2:12][CH2:11][O:10][CH2:15][CH2:14]3)[CH:21]=2)=[O:9])[CH2:6][CH2:5][CH2:4][CH2:3][CH2:2]1. (10) Given the reactants [N:1]1[N:5]2[CH:6]=[CH:7][C:8](=O)[NH:9][C:4]2=[CH:3][CH:2]=1.P(Cl)(Cl)([Cl:13])=O, predict the reaction product. The product is: [Cl:13][C:8]1[CH:7]=[CH:6][N:5]2[N:1]=[CH:2][CH:3]=[C:4]2[N:9]=1.